Dataset: Catalyst prediction with 721,799 reactions and 888 catalyst types from USPTO. Task: Predict which catalyst facilitates the given reaction. (1) Reactant: C(=O)(O)[O-].[Na+].[NH2:6][C@@H:7]([CH2:15][C:16]1[CH:21]=[CH:20][C:19]([OH:22])=[CH:18][CH:17]=1)[C:8]([O:10][C:11]([CH3:14])([CH3:13])[CH3:12])=[O:9].[C:23](O[C:23]([O:25][C:26]([CH3:29])([CH3:28])[CH3:27])=[O:24])([O:25][C:26]([CH3:29])([CH3:28])[CH3:27])=[O:24].CC(O)=O. Product: [C:26]([O:25][C:23]([NH:6][C@H:7]([C:8]([O:10][C:11]([CH3:12])([CH3:14])[CH3:13])=[O:9])[CH2:15][C:16]1[CH:21]=[CH:20][C:19]([OH:22])=[CH:18][CH:17]=1)=[O:24])([CH3:29])([CH3:28])[CH3:27]. The catalyst class is: 283. (2) Reactant: O.[NH2:2][NH2:3].[CH3:4][C:5]1[C:6]([C:25](OC)=[O:26])=[C:7]([NH:10][C:11](=[O:24])[CH2:12][N:13]2[C:22]3[C:17](=[CH:18][CH:19]=[CH:20][CH:21]=3)[CH2:16][CH2:15][C:14]2=[O:23])[S:8][CH:9]=1. Product: [NH:2]([C:25]([C:6]1[C:5]([CH3:4])=[CH:9][S:8][C:7]=1[NH:10][C:11](=[O:24])[CH2:12][N:13]1[C:22]2[C:17](=[CH:18][CH:19]=[CH:20][CH:21]=2)[CH2:16][CH2:15][C:14]1=[O:23])=[O:26])[NH2:3]. The catalyst class is: 823. (3) Reactant: [NH2:1][C:2]1[CH:3]=[CH:4][C:5]([CH3:9])=[CH:6][C:7]=1[OH:8].[C:10](=O)([O:16]C(C)(C)C)[O:11][C:12]([CH3:15])([CH3:14])[CH3:13]. Product: [C:12]([O:11][C:10](=[O:16])[NH:1][C:2]1[CH:3]=[CH:4][C:5]([CH3:9])=[CH:6][C:7]=1[OH:8])([CH3:15])([CH3:14])[CH3:13]. The catalyst class is: 2. (4) Reactant: [S:1]1[CH2:5][CH2:4][N:3]=[C:2]1[NH:6][CH:7]([C:17]1[CH:22]=[CH:21][CH:20]=[C:19]([Cl:23])[C:18]=1[Cl:24])[CH2:8][C:9]1[CH:14]=[C:13]([CH3:15])[CH:12]=[C:11]([CH3:16])[CH:10]=1.C([O-])(C)(C)C.[K+].Br[CH2:32][CH2:33][CH2:34][O:35][CH:36]1[CH2:41][CH2:40][CH2:39][CH2:38][O:37]1. Product: [O:37]1[CH2:38][CH2:39][CH2:40][CH2:41][CH:36]1[O:35][CH2:34][CH2:33][CH2:32][N:3]1[CH2:4][CH2:5][S:1][C:2]1=[N:6][CH:7]([C:17]1[CH:22]=[CH:21][CH:20]=[C:19]([Cl:23])[C:18]=1[Cl:24])[CH2:8][C:9]1[CH:10]=[C:11]([CH3:16])[CH:12]=[C:13]([CH3:15])[CH:14]=1. The catalyst class is: 7. (5) Reactant: C([O:3][C:4](=[O:12])[C:5]([CH2:10][F:11])([CH2:8][F:9])[CH:6]=[CH2:7])C.O.[OH-].[Li+].Cl. The catalyst class is: 30. Product: [F:9][CH2:8][C:5]([CH2:10][F:11])([CH:6]=[CH2:7])[C:4]([OH:12])=[O:3]. (6) Reactant: [CH3:1][C:2]1[N:3]=[N:4][S:5][C:6]=1[C:7]([OH:9])=O.C1(P(C2C=CC=CC=2)C2C=CC=CC=2)C=CC=CC=1.ClN1C(=O)CCC1=O.[CH:37]1([CH2:40][N:41]2[C:49]3[N:48]=[C:47]([CH2:50][C:51]4[CH:56]=[CH:55][C:54]([NH:57][CH3:58])=[CH:53][CH:52]=4)[NH:46][C:45]=3[C:44](=[O:59])[N:43]([CH2:60][C:61]3[CH:66]=[CH:65][CH:64]=[CH:63][C:62]=3[F:67])[C:42]2=[O:68])[CH2:39][CH2:38]1. Product: [CH:37]1([CH2:40][N:41]2[C:49]3[N:48]=[C:47]([CH2:50][C:51]4[CH:52]=[CH:53][C:54]([N:57]([CH3:58])[C:7]([C:6]5[S:5][N:4]=[N:3][C:2]=5[CH3:1])=[O:9])=[CH:55][CH:56]=4)[NH:46][C:45]=3[C:44](=[O:59])[N:43]([CH2:60][C:61]3[CH:66]=[CH:65][CH:64]=[CH:63][C:62]=3[F:67])[C:42]2=[O:68])[CH2:39][CH2:38]1. The catalyst class is: 4. (7) Reactant: C1C=CC(P(C2C=CC=CC=2)C2C=CC=CC=2)=CC=1.Br[C:21]1[CH:26]=[CH:25][CH:24]=[C:23]([C:27]([F:30])([F:29])[F:28])[C:22]=1[CH2:31][C:32]([O:34][CH3:35])=[O:33].CCN(C(C)C)C(C)C.[CH2:45]([Si:47]([C:52]#[CH:53])([CH2:50][CH3:51])[CH2:48][CH3:49])[CH3:46]. Product: [CH2:48]([Si:47]([C:45]#[C:46][C:21]1[CH:26]=[CH:25][CH:24]=[C:23]([C:27]([F:30])([F:29])[F:28])[C:22]=1[CH2:31][C:32]([O:34][CH3:35])=[O:33])([CH2:52][CH3:53])[CH2:50][CH3:51])[CH3:49]. The catalyst class is: 654.